This data is from Forward reaction prediction with 1.9M reactions from USPTO patents (1976-2016). The task is: Predict the product of the given reaction. (1) Given the reactants [CH:1]1([C:4]2[N:8]([CH3:9])[C:7]3[CH:10]=[C:11]([N:14]4[CH:19]=[CH:18][C:17]([OH:20])=[CH:16][C:15]4=[O:21])[CH:12]=[CH:13][C:6]=3[N:5]=2)[CH2:3][CH2:2]1.[CH3:22][C:23]1[N:24]=[C:25]([CH2:28]O)[S:26][CH:27]=1.C1(P(C2C=CC=CC=2)C2C=CC=CC=2)C=CC=CC=1.N(C(OCCOC)=O)=NC(OCCOC)=O, predict the reaction product. The product is: [CH:1]1([C:4]2[N:8]([CH3:9])[C:7]3[CH:10]=[C:11]([N:14]4[CH:19]=[CH:18][C:17]([O:20][CH2:28][C:25]5[S:26][CH:27]=[C:23]([CH3:22])[N:24]=5)=[CH:16][C:15]4=[O:21])[CH:12]=[CH:13][C:6]=3[N:5]=2)[CH2:2][CH2:3]1. (2) Given the reactants I[C:2]1[CH:3]=[CH:4][C:5]2[N:6]([CH:8]=[CH:9][N:10]=2)[CH:7]=1.[NH:11]1[CH:15]=[CH:14][CH:13]=[N:12]1.[C@H]1(N)CCCC[C@@H]1N.P([O-])([O-])([O-])=O.[K+].[K+].[K+], predict the reaction product. The product is: [N:11]1([C:2]2[CH:3]=[CH:4][C:5]3[N:6]([CH:8]=[CH:9][N:10]=3)[CH:7]=2)[CH:15]=[CH:14][CH:13]=[N:12]1. (3) Given the reactants [F:1][C:2]1[CH:7]=[CH:6][C:5]([C@H:8]2[C@@H:17]([C:18]3[CH:23]=[CH:22][C:21]([O:24][CH2:25][CH2:26][CH2:27][N:28]4[CH2:33][CH2:32][CH2:31][CH2:30][CH2:29]4)=[CH:20][CH:19]=3)[C:16]3[C:11](=[CH:12][C:13]([O:34]C)=[CH:14][CH:15]=3)[O:10][CH2:9]2)=[CH:4][CH:3]=1.Cl.N1C=CC=CC=1, predict the reaction product. The product is: [OH:34][C:13]1[CH:12]=[C:11]2[C:16]([C@H:17]([C:18]3[CH:23]=[CH:22][C:21]([O:24][CH2:25][CH2:26][CH2:27][N:28]4[CH2:29][CH2:30][CH2:31][CH2:32][CH2:33]4)=[CH:20][CH:19]=3)[C@H:8]([C:5]3[CH:4]=[CH:3][C:2]([F:1])=[CH:7][CH:6]=3)[CH2:9][O:10]2)=[CH:15][CH:14]=1. (4) Given the reactants Cl[C:2]1[N:3]=[C:4]([N:22]2[CH2:27][CH2:26][O:25][CH2:24][CH2:23]2)[C:5]2[CH:10]=[C:9]([CH2:11][N:12]3[CH2:17][CH2:16][N:15]([S:18]([CH3:21])(=[O:20])=[O:19])[CH2:14][CH2:13]3)[S:8][C:6]=2[N:7]=1.[CH3:28][C:29]1[C:30]([NH2:38])(B(O)O)[NH:31][CH:32]=[CH:33][CH:34]=1, predict the reaction product. The product is: [CH3:28][C:29]1[C:30]([NH2:38])=[N:31][CH:32]=[C:33]([C:2]2[N:3]=[C:4]([N:22]3[CH2:27][CH2:26][O:25][CH2:24][CH2:23]3)[C:5]3[CH:10]=[C:9]([CH2:11][N:12]4[CH2:17][CH2:16][N:15]([S:18]([CH3:21])(=[O:20])=[O:19])[CH2:14][CH2:13]4)[S:8][C:6]=3[N:7]=2)[CH:34]=1. (5) Given the reactants [CH2:1]([C:3]1[C:8](=[O:9])[NH:7][C:6]([CH3:10])=[C:5]([C:11]2[S:15][C:14]([S:16](Cl)(=[O:18])=[O:17])=[CH:13][CH:12]=2)[CH:4]=1)[CH3:2].[O:20]1[CH2:24][CH2:23][O:22][CH:21]1[CH2:25][CH2:26][NH2:27], predict the reaction product. The product is: [O:20]1[CH2:24][CH2:23][O:22][CH:21]1[CH2:25][CH2:26][NH:27][S:16]([C:14]1[S:15][C:11]([C:5]2[CH:4]=[C:3]([CH2:1][CH3:2])[C:8](=[O:9])[NH:7][C:6]=2[CH3:10])=[CH:12][CH:13]=1)(=[O:18])=[O:17].